From a dataset of Catalyst prediction with 721,799 reactions and 888 catalyst types from USPTO. Predict which catalyst facilitates the given reaction. (1) Reactant: B.C1COCC1.[CH:7]1([S:12][CH2:13][C:14]2[CH:21]=[CH:20][C:17]([C:18]#[N:19])=[CH:16][CH:15]=2)[CH2:11][CH2:10][CH2:9][CH2:8]1.CO. Product: [CH:7]1([S:12][CH2:13][C:14]2[CH:15]=[CH:16][C:17]([CH2:18][NH2:19])=[CH:20][CH:21]=2)[CH2:8][CH2:9][CH2:10][CH2:11]1. The catalyst class is: 1. (2) Reactant: FC(F)(F)C(O)=O.[C:8]([C:11]1[CH:16]=[CH:15][N:14]=[C:13]([CH2:17][CH2:18][C:19]2[C:24]([C:25]([F:28])([F:27])[F:26])=[CH:23][N:22]=[C:21]([NH:29][C:30]3[CH:35]=[CH:34][C:33]([CH:36]4[CH2:41][CH2:40][N:39](C(OC(C)(C)C)=O)[CH2:38][CH2:37]4)=[CH:32][CH:31]=3)[N:20]=2)[CH:12]=1)(=[O:10])[NH2:9]. Product: [NH:39]1[CH2:38][CH2:37][CH:36]([C:33]2[CH:34]=[CH:35][C:30]([NH:29][C:21]3[N:20]=[C:19]([CH2:18][CH2:17][C:13]4[CH:12]=[C:11]([CH:16]=[CH:15][N:14]=4)[C:8]([NH2:9])=[O:10])[C:24]([C:25]([F:28])([F:26])[F:27])=[CH:23][N:22]=3)=[CH:31][CH:32]=2)[CH2:41][CH2:40]1. The catalyst class is: 2. (3) Product: [OH:11][CH2:10][CH2:9][N:4]1[C:5](=[O:6])[CH2:7][NH:1][C:2]1=[O:3]. Reactant: [NH:1]1[CH2:7][C:5](=[O:6])[NH:4][C:2]1=[O:3].Cl[CH2:9][CH2:10][OH:11].C(=O)([O-])[O-].[K+].[K+]. The catalyst class is: 9. (4) Reactant: [Cl:1][C:2]1[CH:7]=[CH:6][C:5]([C:8]2[CH:12]=[CH:11][NH:10][N:9]=2)=[CH:4][C:3]=1[CH2:13][NH2:14].C([C:22]1[NH:23][CH:24]=CN=1)(C1NC=CN=1)=O.CN.C1C[O:32]CC1. Product: [Cl:1][C:2]1[CH:7]=[CH:6][C:5]([C:8]2[CH:12]=[CH:11][NH:10][N:9]=2)=[CH:4][C:3]=1[CH2:13][NH:14][C:24]([NH:23][CH3:22])=[O:32]. The catalyst class is: 4. (5) Reactant: [F:1][C:2]1[CH:10]=[CH:9][C:5]([C:6](O)=[O:7])=[C:4]([NH:11][C:12]2[CH:17]=[CH:16][CH:15]=[CH:14][C:13]=2[F:18])[CH:3]=1.C(N(CC)CC)C.CN(C=O)C.Cl.[CH3:32][NH:33][O:34][CH3:35]. Product: [F:1][C:2]1[CH:10]=[CH:9][C:5]([C:6]([N:33]([O:34][CH3:35])[CH3:32])=[O:7])=[C:4]([NH:11][C:12]2[CH:17]=[CH:16][CH:15]=[CH:14][C:13]=2[F:18])[CH:3]=1. The catalyst class is: 13.